Dataset: Reaction yield outcomes from USPTO patents with 853,638 reactions. Task: Predict the reaction yield, written as a fraction of the theoretical maximum amount of product (1.0 means a 100% yield; for example, 0.34 means a 34% yield). (1) The yield is 0.800. The product is [OH:2][C@@H:1]1[CH2:6][CH2:5][C@H:4]([NH:3][C:8](=[O:9])[O:10][C:11]([CH3:13])([CH3:12])[CH3:14])[CH2:7]1. The catalyst is [Pd].CO. The reactants are [CH:1]12[CH2:7][CH:4]([CH:5]=[CH:6]1)[N:3]([C:8]([O:10][C:11]([CH3:14])([CH3:13])[CH3:12])=[O:9])[O:2]2. (2) The reactants are [N+:1]([C:4]1[CH:17]=[CH:16][CH:15]=[CH:14][C:5]=1[CH2:6][O:7][CH2:8][CH2:9][CH2:10][CH2:11][CH:12]=[CH2:13])([O-:3])=[O:2].[CH3:18][O:19][SiH:20]([O:23][CH3:24])[O:21][CH3:22]. The catalyst is [H+].[H+].O.O.O.O.O.O.Cl[Pt-2](Cl)(Cl)(Cl)(Cl)Cl. The product is [CH3:18][O:19][Si:20]([O:23][CH3:24])([O:21][CH3:22])[CH2:13][CH2:12][CH2:11][CH2:10][CH2:9][CH2:8][O:7][CH2:6][C:5]1[CH:14]=[CH:15][CH:16]=[CH:17][C:4]=1[N+:1]([O-:3])=[O:2]. The yield is 0.520. (3) The reactants are [Br:1][C:2]1[N:6]([S:7]([C:10]2[CH:15]=[CH:14][CH:13]=[C:12]([S:16]([CH3:19])(=[O:18])=[O:17])[CH:11]=2)(=[O:9])=[O:8])[CH:5]=[C:4]([CH2:20][OH:21])[CH:3]=1.S(=O)(=O)=O. No catalyst specified. The product is [Br:1][C:2]1[N:6]([S:7]([C:10]2[CH:15]=[CH:14][CH:13]=[C:12]([S:16]([CH3:19])(=[O:18])=[O:17])[CH:11]=2)(=[O:8])=[O:9])[CH:5]=[C:4]([CH:20]=[O:21])[CH:3]=1. The yield is 0.580.